From a dataset of Reaction yield outcomes from USPTO patents with 853,638 reactions. Predict the reaction yield, written as a fraction of the theoretical maximum amount of product (1.0 means a 100% yield; for example, 0.34 means a 34% yield). (1) The catalyst is CCO.CCOC(C)=O.[Pd]. The reactants are [OH:1][CH2:2][CH2:3][CH2:4][NH:5][C:6](=[O:17])[CH2:7][C:8]1[CH:13]=[CH:12][C:11]([N+:14]([O-])=O)=[CH:10][CH:9]=1. The yield is 0.950. The product is [NH2:14][C:11]1[CH:10]=[CH:9][C:8]([CH2:7][C:6]([NH:5][CH2:4][CH2:3][CH2:2][OH:1])=[O:17])=[CH:13][CH:12]=1. (2) The reactants are [Cr](O[Cr]([O-])(=O)=O)([O-])(=O)=O.[NH+:10]1C=CC=C[CH:11]=1.[NH+]1C=CC=CC=1.[Cl:22][C:23]1[S:48][C:26]2[NH:27][C:28]([C:30]([NH:32][CH:33]3[CH2:42][C:41]4[C:36](=[CH:37][CH:38]=[CH:39][CH:40]=4)[N:35]([CH2:43][CH2:44][CH2:45][OH:46])[C:34]3=[O:47])=[O:31])=[CH:29][C:25]=2[CH:24]=1. The catalyst is CN(C=O)C. The product is [Cl:22][C:23]1[S:48][C:26]2[NH:27][C:28]([C:30]([NH:32][CH:33]3[CH2:42][C:41]4[C:36](=[CH:37][CH:38]=[CH:39][CH:40]=4)[N:35]([CH2:43][CH2:44][C:45]([NH:10][CH3:11])=[O:46])[C:34]3=[O:47])=[O:31])=[CH:29][C:25]=2[CH:24]=1. The yield is 0.610. (3) The reactants are [N:1]1[CH:6]=[CH:5][N:4]=[CH:3][C:2]=1[C:7]1[N:11]2[CH2:12][CH2:13][N:14](C(OC(C)(C)C)=O)[CH2:15][C:10]2=[N:9][N:8]=1.Cl.CCO. The catalyst is C(Cl)Cl. The product is [N:1]1[CH:6]=[CH:5][N:4]=[CH:3][C:2]=1[C:7]1[N:11]2[CH2:12][CH2:13][NH:14][CH2:15][C:10]2=[N:9][N:8]=1. The yield is 0.610. (4) The reactants are [H-].[Li+].C([Al+]CC(C)C)C(C)C.[H-].C([O:16][C:17](=O)[C:18]1[CH:23]=[CH:22][CH:21]=[C:20]([CH:24]([CH3:26])[CH3:25])[C:19]=1[O:27][CH2:28][CH2:29][CH3:30])CC. The catalyst is C1COCC1. The product is [CH:24]([C:20]1[C:19]([O:27][CH2:28][CH2:29][CH3:30])=[C:18]([CH2:17][OH:16])[CH:23]=[CH:22][CH:21]=1)([CH3:26])[CH3:25]. The yield is 0.970. (5) The reactants are [CH2:1]([NH:8][C:9]1[N:17]=[C:16](Cl)[N:15]=[C:14]2[C:10]=1[N:11]=[CH:12][N:13]2[CH3:19])[C:2]1[CH:7]=[CH:6][CH:5]=[CH:4][CH:3]=1.[NH2:20][C@H:21]([CH2:24][CH3:25])[CH2:22][OH:23].CCOCC. The catalyst is O. The product is [CH2:1]([NH:8][C:9]1[N:17]=[C:16]([NH:20][C@H:21]([CH2:24][CH3:25])[CH2:22][OH:23])[N:15]=[C:14]2[C:10]=1[N:11]=[CH:12][N:13]2[CH3:19])[C:2]1[CH:7]=[CH:6][CH:5]=[CH:4][CH:3]=1. The yield is 0.610. (6) The reactants are [Cl:1][C:2]1[N:7]=[CH:6][C:5]([C:8]2[CH:13]=[CH:12][N:11]=[C:10]([NH:14][C:15]3[CH:16]=[C:17]([NH:22]C)[CH:18]=[CH:19][C:20]=3[CH3:21])[N:9]=2)=[CH:4][CH:3]=1.[F:24][C:25]([F:36])([F:35])[C:26]1[CH:27]=[C:28]([CH:32]=[CH:33][CH:34]=1)[C:29]([OH:31])=O.F[P-](F)(F)(F)(F)F.N1(O[P+](N(C)C)(N(C)C)N(C)C)C2C=CC=CC=2N=N1.CCN(C(C)C)C(C)C. The catalyst is CN(C=O)C.O. The product is [Cl:1][C:2]1[N:7]=[CH:6][C:5]([C:8]2[CH:13]=[CH:12][N:11]=[C:10]([NH:14][C:15]3[CH:16]=[C:17]([NH:22][C:29](=[O:31])[C:28]4[CH:32]=[CH:33][CH:34]=[C:26]([C:25]([F:24])([F:36])[F:35])[CH:27]=4)[CH:18]=[CH:19][C:20]=3[CH3:21])[N:9]=2)=[CH:4][CH:3]=1. The yield is 0.800. (7) The reactants are [F:1][C:2]1[CH:10]=[CH:9][CH:8]=[C:7]([F:11])[C:3]=1[C:4](Cl)=[O:5].[F:12][C:13]1([F:30])[O:17][C:16]2[CH:18]=[C:19]([CH3:29])[C:20]([C:22]3[N:23]=[CH:24][C:25]([NH2:28])=[N:26][CH:27]=3)=[CH:21][C:15]=2[O:14]1.CCN(C(C)C)C(C)C. The catalyst is ClCCl.O1CCCC1.CO.[OH-].[Na+]. The product is [F:30][C:13]1([F:12])[O:17][C:16]2[CH:18]=[C:19]([CH3:29])[C:20]([C:22]3[N:23]=[CH:24][C:25]([NH:28][C:4](=[O:5])[C:3]4[C:2]([F:1])=[CH:10][CH:9]=[CH:8][C:7]=4[F:11])=[N:26][CH:27]=3)=[CH:21][C:15]=2[O:14]1. The yield is 0.580.